From a dataset of NCI-60 drug combinations with 297,098 pairs across 59 cell lines. Regression. Given two drug SMILES strings and cell line genomic features, predict the synergy score measuring deviation from expected non-interaction effect. (1) Drug 1: CC1C(C(CC(O1)OC2CC(CC3=C2C(=C4C(=C3O)C(=O)C5=C(C4=O)C(=CC=C5)OC)O)(C(=O)C)O)N)O.Cl. Synergy scores: CSS=29.7, Synergy_ZIP=-4.51, Synergy_Bliss=2.61, Synergy_Loewe=-5.49, Synergy_HSA=3.59. Drug 2: CCC1=C2CN3C(=CC4=C(C3=O)COC(=O)C4(CC)O)C2=NC5=C1C=C(C=C5)O. Cell line: BT-549. (2) Drug 1: C1C(C(OC1N2C=C(C(=O)NC2=O)F)CO)O. Drug 2: C1CN(CCN1C(=O)CCBr)C(=O)CCBr. Cell line: UACC-257. Synergy scores: CSS=18.1, Synergy_ZIP=-5.69, Synergy_Bliss=-0.145, Synergy_Loewe=1.63, Synergy_HSA=2.31. (3) Drug 1: C1=C(C(=O)NC(=O)N1)F. Drug 2: CS(=O)(=O)CCNCC1=CC=C(O1)C2=CC3=C(C=C2)N=CN=C3NC4=CC(=C(C=C4)OCC5=CC(=CC=C5)F)Cl. Cell line: HL-60(TB). Synergy scores: CSS=33.0, Synergy_ZIP=-15.8, Synergy_Bliss=-27.5, Synergy_Loewe=-32.9, Synergy_HSA=-31.8. (4) Synergy scores: CSS=53.4, Synergy_ZIP=0.679, Synergy_Bliss=-0.0361, Synergy_Loewe=-42.7, Synergy_HSA=1.11. Drug 1: CC1C(C(CC(O1)OC2CC(CC3=C2C(=C4C(=C3O)C(=O)C5=C(C4=O)C(=CC=C5)OC)O)(C(=O)CO)O)N)O. Drug 2: CC1(CCCN1)C2=NC3=C(C=CC=C3N2)C(=O)N. Cell line: NCI-H460. (5) Drug 1: CC1C(C(CC(O1)OC2CC(CC3=C2C(=C4C(=C3O)C(=O)C5=C(C4=O)C(=CC=C5)OC)O)(C(=O)CO)O)N)O.Cl. Drug 2: CC1C(C(CC(O1)OC2CC(CC3=C2C(=C4C(=C3O)C(=O)C5=C(C4=O)C(=CC=C5)OC)O)(C(=O)C)O)N)O.Cl. Cell line: OVCAR-4. Synergy scores: CSS=21.9, Synergy_ZIP=-4.04, Synergy_Bliss=0.0516, Synergy_Loewe=-15.3, Synergy_HSA=-3.63. (6) Drug 1: CN1C2=C(C=C(C=C2)N(CCCl)CCCl)N=C1CCCC(=O)O.Cl. Drug 2: CN(C(=O)NC(C=O)C(C(C(CO)O)O)O)N=O. Cell line: SK-MEL-5. Synergy scores: CSS=-5.12, Synergy_ZIP=2.42, Synergy_Bliss=1.30, Synergy_Loewe=-4.07, Synergy_HSA=-3.24. (7) Drug 1: COC1=C(C=C2C(=C1)N=CN=C2NC3=CC(=C(C=C3)F)Cl)OCCCN4CCOCC4. Drug 2: CC1C(C(=O)NC(C(=O)N2CCCC2C(=O)N(CC(=O)N(C(C(=O)O1)C(C)C)C)C)C(C)C)NC(=O)C3=C4C(=C(C=C3)C)OC5=C(C(=O)C(=C(C5=N4)C(=O)NC6C(OC(=O)C(N(C(=O)CN(C(=O)C7CCCN7C(=O)C(NC6=O)C(C)C)C)C)C(C)C)C)N)C. Cell line: RXF 393. Synergy scores: CSS=32.5, Synergy_ZIP=8.87, Synergy_Bliss=13.5, Synergy_Loewe=14.0, Synergy_HSA=13.7. (8) Drug 1: C1=CC(=CC=C1CC(C(=O)O)N)N(CCCl)CCCl.Cl. Drug 2: C1=NNC2=C1C(=O)NC=N2. Cell line: MDA-MB-435. Synergy scores: CSS=-4.78, Synergy_ZIP=11.1, Synergy_Bliss=1.24, Synergy_Loewe=-5.19, Synergy_HSA=-4.68.